Dataset: Forward reaction prediction with 1.9M reactions from USPTO patents (1976-2016). Task: Predict the product of the given reaction. (1) Given the reactants [CH3:1][C:2]1[C:10]2[C:5](=[CH:6][C:7](C(OC)=O)=[CH:8][CH:9]=2)[N:4](S(C(F)(F)F)(=O)=O)[N:3]=1.[C:22]([O-])([O-:24])=[O:23].[K+].[K+], predict the reaction product. The product is: [CH3:1][C:2]1[C:10]2[C:5](=[CH:6][CH:7]=[C:8]([C:22]([OH:24])=[O:23])[CH:9]=2)[NH:4][N:3]=1. (2) Given the reactants Br[C:2]1[CH:7]=[CH:6][CH:5]=[CH:4][C:3]=1[O:8][CH3:9].P([O-])([O-])([O-])=O.[K+].[K+].[K+].O1CCO[CH2:20][CH2:19]1, predict the reaction product. The product is: [CH:19]([C:2]1[CH:7]=[CH:6][CH:5]=[CH:4][C:3]=1[O:8][CH3:9])=[CH2:20]. (3) Given the reactants [C:1]([O:5][C:6]([N:8]1[CH2:14][CH2:13][CH2:12][C@H:9]1[CH:10]=O)=[O:7])([CH3:4])([CH3:3])[CH3:2].[F:15][C:16]([F:26])([F:25])[O:17][C:18]1[CH:19]=[C:20]([NH2:24])[CH:21]=[CH:22][CH:23]=1.C(O[BH-](OC(=O)C)OC(=O)C)(=O)C.[Na+], predict the reaction product. The product is: [C:1]([O:5][C:6]([N:8]1[CH2:14][CH2:13][CH2:12][C@H:9]1[CH2:10][NH:24][C:20]1[CH:21]=[CH:22][CH:23]=[C:18]([O:17][C:16]([F:15])([F:25])[F:26])[CH:19]=1)=[O:7])([CH3:4])([CH3:3])[CH3:2]. (4) Given the reactants [N:1]1[N:5]2[CH:6]=[C:7]([OH:10])[CH:8]=[CH:9][C:4]2=[CH:3][CH:2]=1.C(N(CC)CC)C.[F:18][C:19]([F:32])([F:31])[S:20](O[S:20]([C:19]([F:32])([F:31])[F:18])(=[O:22])=[O:21])(=[O:22])=[O:21], predict the reaction product. The product is: [N:1]1[N:5]2[CH:6]=[C:7]([O:10][S:20]([C:19]([F:32])([F:31])[F:18])(=[O:22])=[O:21])[CH:8]=[CH:9][C:4]2=[CH:3][CH:2]=1.